Dataset: hERG potassium channel inhibition data for cardiac toxicity prediction from Karim et al.. Task: Regression/Classification. Given a drug SMILES string, predict its toxicity properties. Task type varies by dataset: regression for continuous values (e.g., LD50, hERG inhibition percentage) or binary classification for toxic/non-toxic outcomes (e.g., AMES mutagenicity, cardiotoxicity, hepatotoxicity). Dataset: herg_karim. (1) The result is 1 (blocker). The compound is COc1ccc(C2CN(CCc3ccc(OC)c(OC)c3)CC2Cc2nc3ccc(Cl)cc3[nH]2)cc1. (2) The molecule is CN(CC1COCCO1)S(=O)(=O)Nc1ccc2ccc3ncc(-c4cnn(C)c4)cc3c(=O)c2c1. The result is 0 (non-blocker). (3) The drug is N#Cc1ccc(O[C@@H]2CN[C@@H](C(=O)N3CCCN(C4CCC4)CC3)C2)cc1. The result is 0 (non-blocker). (4) The drug is Cc1ccc(S(=O)(=O)Nc2nc3ccccc3nc2Nc2ccc3nsnc3c2)cc1. The result is 0 (non-blocker). (5) The molecule is COCCNCc1csc(-c2cn(CC3CCCCC3)c3c(Cl)cccc23)n1. The result is 1 (blocker). (6) The drug is COc1cc2c(cc1CCN1CCN(C(=O)Cc3ccc(-n4cnnn4)cc3)CC1)COC2=O. The result is 1 (blocker).